This data is from NCI-60 drug combinations with 297,098 pairs across 59 cell lines. The task is: Regression. Given two drug SMILES strings and cell line genomic features, predict the synergy score measuring deviation from expected non-interaction effect. (1) Drug 1: C1=C(C(=O)NC(=O)N1)F. Drug 2: CC1C(C(=O)NC(C(=O)N2CCCC2C(=O)N(CC(=O)N(C(C(=O)O1)C(C)C)C)C)C(C)C)NC(=O)C3=C4C(=C(C=C3)C)OC5=C(C(=O)C(=C(C5=N4)C(=O)NC6C(OC(=O)C(N(C(=O)CN(C(=O)C7CCCN7C(=O)C(NC6=O)C(C)C)C)C)C(C)C)C)N)C. Cell line: MDA-MB-231. Synergy scores: CSS=19.3, Synergy_ZIP=-3.80, Synergy_Bliss=5.10, Synergy_Loewe=6.02, Synergy_HSA=5.93. (2) Drug 1: CNC(=O)C1=CC=CC=C1SC2=CC3=C(C=C2)C(=NN3)C=CC4=CC=CC=N4. Drug 2: C1CC(=O)NC(=O)C1N2CC3=C(C2=O)C=CC=C3N. Cell line: UO-31. Synergy scores: CSS=-2.99, Synergy_ZIP=0.0485, Synergy_Bliss=-2.50, Synergy_Loewe=-3.07, Synergy_HSA=-3.43. (3) Drug 1: CCC1=C2CN3C(=CC4=C(C3=O)COC(=O)C4(CC)O)C2=NC5=C1C=C(C=C5)O. Drug 2: C(=O)(N)NO. Cell line: K-562. Synergy scores: CSS=5.94, Synergy_ZIP=-7.98, Synergy_Bliss=-11.9, Synergy_Loewe=-28.3, Synergy_HSA=-9.08. (4) Cell line: SK-MEL-28. Synergy scores: CSS=17.8, Synergy_ZIP=0.346, Synergy_Bliss=0.604, Synergy_Loewe=-4.59, Synergy_HSA=-1.58. Drug 2: CC1=C(C(=O)C2=C(C1=O)N3CC4C(C3(C2COC(=O)N)OC)N4)N. Drug 1: CC(C)(C#N)C1=CC(=CC(=C1)CN2C=NC=N2)C(C)(C)C#N.